From a dataset of Forward reaction prediction with 1.9M reactions from USPTO patents (1976-2016). Predict the product of the given reaction. (1) Given the reactants [C:1]([O:5][C:6]([N:8]([CH2:28][O:29][CH2:30][CH2:31][Si:32]([CH3:35])([CH3:34])[CH3:33])[C:9]1[S:10][C@:11]2([C:25]([OH:27])=O)[C@H:13]([C@:14]([C:17]3[CH:22]=[CH:21][CH:20]=[C:19]([F:23])[C:18]=3[F:24])([CH3:16])[N:15]=1)[CH2:12]2)=[O:7])([CH3:4])([CH3:3])[CH3:2].[C:36](N1C=CN=C1)([N:38]1C=CN=[CH:39]1)=O.CNC, predict the reaction product. The product is: [C:1]([O:5][C:6](=[O:7])[N:8]([C:9]1[S:10][C@:11]2([C:25](=[O:27])[N:38]([CH3:39])[CH3:36])[C@H:13]([C@:14]([C:17]3[CH:22]=[CH:21][CH:20]=[C:19]([F:23])[C:18]=3[F:24])([CH3:16])[N:15]=1)[CH2:12]2)[CH2:28][O:29][CH2:30][CH2:31][Si:32]([CH3:33])([CH3:35])[CH3:34])([CH3:4])([CH3:3])[CH3:2]. (2) Given the reactants [CH2:1]([NH2:6])[C:2]([CH3:5])([CH3:4])[CH3:3].C(N(CC)CC)C.[CH3:14][S:15](Cl)(=[O:17])=[O:16], predict the reaction product. The product is: [CH2:1]([NH:6][S:15]([CH3:14])(=[O:17])=[O:16])[C:2]([CH3:5])([CH3:4])[CH3:3]. (3) The product is: [ClH:43].[O:1]1[C:6]2[CH:7]=[CH:8][C:9]([CH2:11][NH:12][CH:20]3[CH2:25][CH2:24][N:23]([CH2:26][CH2:27][N:28]4[C:37]5[C:32](=[C:33]([CH2:40][OH:41])[CH:34]=[C:35]([O:38][CH3:39])[CH:36]=5)[CH:31]=[CH:30][C:29]4=[O:42])[CH2:22][CH2:21]3)=[CH:10][C:5]=2[O:4][CH2:3][CH2:2]1. Given the reactants [O:1]1[C:6]2[CH:7]=[CH:8][C:9]([CH2:11][N:12]([CH:20]3[CH2:25][CH2:24][N:23]([CH2:26][CH2:27][N:28]4[C:37]5[C:32](=[C:33]([CH2:40][OH:41])[CH:34]=[C:35]([O:38][CH3:39])[CH:36]=5)[CH:31]=[CH:30][C:29]4=[O:42])[CH2:22][CH2:21]3)C(=O)OC(C)(C)C)=[CH:10][C:5]=2[O:4][CH2:3][CH2:2]1.[ClH:43].C(OCC)(=O)C, predict the reaction product.